From a dataset of Experimentally validated miRNA-target interactions with 360,000+ pairs, plus equal number of negative samples. Binary Classification. Given a miRNA mature sequence and a target amino acid sequence, predict their likelihood of interaction. (1) The miRNA is mmu-miR-670-5p with sequence AUCCCUGAGUGUAUGUGGUGAA. The protein sequence of the target gene is MLAAFISRVLRRVAQKSARRVLVASRNSSNDATFEIKKCDLYLLEEGPPVTTVLTRAEGLKYYRMMLTVRRMELKADQLYKQKFIRGFCHLCDGQEACCVGLEAGINPSDHVITSYRAHGVCYTRGLSVRSILAELTGRRGGCAKGKGGSMHMYTKNFYGGNGIVGAQGPLGAGIALACKYKGNDEICLTLYGDGAANQGQIAEAFNMAALWKLPCVFICENNLYGMGTSTERAAASPDYYKRGNFIPGLKVDGMDVLCVREATKFAANYCRSGKGPILMELQTYRYHGHSMSDPGVSYR.... Result: 0 (no interaction). (2) The miRNA is hsa-miR-1255b-5p with sequence CGGAUGAGCAAAGAAAGUGGUU. The protein sequence of the target gene is MAPKKAKKRAGGANSNVFSMFEQTQIQEFKEAFTIMDQNRDGFIDKNDLRDTFAALGRVNVKNEEIDEMIKEAPGPINFTVFLTMFGEKLKGADPEETILNAFKVFDPEGKGVLKADYVREMLTTQAERFSKEEVDQMFAAFPPDVTGNLDYKNLVHIITHGEEKD. Result: 0 (no interaction). (3) The miRNA is hsa-miR-335-3p with sequence UUUUUCAUUAUUGCUCCUGACC. The protein sequence of the target gene is MVKLNSNPGEKGAKPPSVEDGFQTVPLITPLEVNHLQLAAPEKVIVKTRTEYQPEQRNKGKFRVPKIAEFTVTILVSLALAFLACIVFLVVYKAFTYDHSCPEGFVYKHKRCIPASLDAYYSSQDPSSRSRFYTVISHYSVAKQSTARAIGPWLSAAAVIHEPKPPKTQGH. Result: 0 (no interaction). (4) Result: 1 (interaction). The protein sequence of the target gene is MLQMPKLNEIPPGRAGRREARGEGRWPGQTGPEAARLEWRAQGQAGGARAPWDSWGSSRLPTQPGPGWSRCPPSLLCALSFQKSTMESKDEVSDTDSGIILQSGPDSPVSPMKELTHAVHKQQRALEARLEACLEELRRLCLREAELTGTLPAEYPLKPGEKAPKVRRRIGAAYKLDDWALHREDPLSSLERQLALQLQITEAARRLCLEENLSRQARRQRKHSMLQEEKKLQELQRCLVERRRNSEPPPAAALPLGRELSASDDSSLSDGLLLEEEESQVPKPPPESPAPPSRPLPPQT.... The miRNA is hsa-miR-214-5p with sequence UGCCUGUCUACACUUGCUGUGC. (5) The miRNA is hsa-miR-33a-5p with sequence GUGCAUUGUAGUUGCAUUGCA. The protein sequence of the target gene is MAAAGPRRSVRGAVCLHLLLTLVIFSRAGEACKKVILNVPSKLEADKIIGRVNLEECFRSADLIRSSDPDFRVLNDGSVYTARAVALSDKKRSFTIWLSDKRKQTQKEVTVLLEHQKKVSKTRHTRETVLRRAKRRWAPIPCSMQENSLGPFPLFLQQVESDAAQNYTVFYSISGRGVDKEPLNLFYIERDTGNLFCTRPVDREEYDVFDLIAYASTADGYSADLPLPLPIRVEDENDNHPVFTEAIYNFEVLESSRPGTTVGVVCATDRDEPDTMHTRLKYSILQQTPRSPGLFSVHPS.... Result: 1 (interaction). (6) The protein sequence of the target gene is MLYKSSDRPAHKVSMLLLCHALAIAVVQIVIFSESWAFAKNINFYNVRPPLDPTPFPNSFKCFTCENAGDNYNCNRWAEDKWCPQNTQYCLTVHHFTSHGRSTSITKKCASRSECHFVGCHHSRDSEHTECRSCCEGMICNVELPTNHTNAVFAVMHAQRTSGSSAPTLYLPVLAWVFVLPLL. Result: 0 (no interaction). The miRNA is hsa-miR-1910-3p with sequence GAGGCAGAAGCAGGAUGACA.